From a dataset of Full USPTO retrosynthesis dataset with 1.9M reactions from patents (1976-2016). Predict the reactants needed to synthesize the given product. The reactants are: [Cl:1][C:2]1[CH:10]=[CH:9][C:8]2[NH:7][C:6]3[CH2:11][CH2:12][N:13]([C:16]([O:18][C:19]([CH3:22])([CH3:21])[CH3:20])=[O:17])[CH2:14][CH2:15][C:5]=3[C:4]=2[C:3]=1[Cl:23].[H-].[Na+].Br[CH2:27][C:28]([O:30][CH2:31][CH3:32])=[O:29]. Given the product [Cl:1][C:2]1[CH:10]=[CH:9][C:8]2[N:7]([CH2:27][C:28]([O:30][CH2:31][CH3:32])=[O:29])[C:6]3[CH2:11][CH2:12][N:13]([C:16]([O:18][C:19]([CH3:20])([CH3:22])[CH3:21])=[O:17])[CH2:14][CH2:15][C:5]=3[C:4]=2[C:3]=1[Cl:23], predict the reactants needed to synthesize it.